This data is from Full USPTO retrosynthesis dataset with 1.9M reactions from patents (1976-2016). The task is: Predict the reactants needed to synthesize the given product. The reactants are: [CH3:1][O:2][C:3]1[CH:12]=[CH:11][C:6]2[C:7](=[O:10])[CH2:8][O:9][C:5]=2[C:4]=1[C:13]#[C:14][CH:15]1[CH2:20][CH2:19][N:18]([C:21]([O:23][C:24]([CH3:27])([CH3:26])[CH3:25])=[O:22])[CH2:17][CH2:16]1. Given the product [CH3:1][O:2][C:3]1[CH:12]=[CH:11][C:6]2[C:7](=[O:10])[CH2:8][O:9][C:5]=2[C:4]=1[CH2:13][CH2:14][CH:15]1[CH2:20][CH2:19][N:18]([C:21]([O:23][C:24]([CH3:27])([CH3:26])[CH3:25])=[O:22])[CH2:17][CH2:16]1, predict the reactants needed to synthesize it.